From a dataset of NCI-60 drug combinations with 297,098 pairs across 59 cell lines. Regression. Given two drug SMILES strings and cell line genomic features, predict the synergy score measuring deviation from expected non-interaction effect. (1) Drug 1: C1=C(C(=O)NC(=O)N1)F. Drug 2: C(CCl)NC(=O)N(CCCl)N=O. Cell line: UACC-257. Synergy scores: CSS=30.2, Synergy_ZIP=12.8, Synergy_Bliss=12.1, Synergy_Loewe=10.2, Synergy_HSA=11.2. (2) Synergy scores: CSS=36.3, Synergy_ZIP=1.77, Synergy_Bliss=4.19, Synergy_Loewe=-45.9, Synergy_HSA=1.46. Cell line: LOX IMVI. Drug 2: C(=O)(N)NO. Drug 1: CC1C(C(CC(O1)OC2CC(OC(C2O)C)OC3=CC4=CC5=C(C(=O)C(C(C5)C(C(=O)C(C(C)O)O)OC)OC6CC(C(C(O6)C)O)OC7CC(C(C(O7)C)O)OC8CC(C(C(O8)C)O)(C)O)C(=C4C(=C3C)O)O)O)O.